From a dataset of Forward reaction prediction with 1.9M reactions from USPTO patents (1976-2016). Predict the product of the given reaction. (1) Given the reactants C(O)(=O)C.[CH2:5]([NH:12][C:13]1[CH:18]=[CH:17][C:16](/[CH:19]=[CH:20]/[N+:21]([O-:23])=[O:22])=[CH:15][CH:14]=1)[C:6]1[CH:11]=[CH:10][CH:9]=[CH:8][CH:7]=1.[BH4-].[Na+], predict the reaction product. The product is: [CH2:5]([NH:12][C:13]1[CH:18]=[CH:17][C:16]([CH2:19][CH2:20][N+:21]([O-:23])=[O:22])=[CH:15][CH:14]=1)[C:6]1[CH:7]=[CH:8][CH:9]=[CH:10][CH:11]=1. (2) Given the reactants C[Si](C)(C)[CH:3]1[S:8][CH2:7][CH2:6][CH2:5][S:4]1.C([Li])CCC.CCCCCC.[C:22]([C:24]1([C:31]2[C:39]3[O:38][C:37]([CH3:41])([CH3:40])[O:36][C:35]=3[C:34]([O:42][CH3:43])=[CH:33][CH:32]=2)[CH2:29][CH2:28][C:27](=O)[CH2:26][CH2:25]1)#[N:23], predict the reaction product. The product is: [C:22]([C:24]1([C:31]2[C:39]3[O:38][C:37]([CH3:40])([CH3:41])[O:36][C:35]=3[C:34]([O:42][CH3:43])=[CH:33][CH:32]=2)[CH2:25][CH2:26][C:27](=[C:3]2[S:8][CH2:7][CH2:6][CH2:5][S:4]2)[CH2:28][CH2:29]1)#[N:23]. (3) Given the reactants Cl[C:2]1[N:3]=[CH:4][C:5]2[S:10][CH:9]=[C:8]([C:11]([NH:13][C:14]3[S:15][C:16]4[C:17]([N:22]=3)=[N:18][CH:19]=[CH:20][CH:21]=4)=[O:12])[C:6]=2[N:7]=1.[NH2:23][C@@H:24]1[CH2:29][CH2:28][O:27][CH2:26][C@@H:25]1[NH:30][C:31](=[O:37])[O:32][C:33]([CH3:36])([CH3:35])[CH3:34].C(N(C(C)C)CC)(C)C, predict the reaction product. The product is: [C:33]([O:32][C:31](=[O:37])[NH:30][C@@H:25]1[C@H:24]([NH:23][C:2]2[N:3]=[CH:4][C:5]3[S:10][CH:9]=[C:8]([C:11](=[O:12])[NH:13][C:14]4[S:15][C:16]5[C:17]([N:22]=4)=[N:18][CH:19]=[CH:20][CH:21]=5)[C:6]=3[N:7]=2)[CH2:29][CH2:28][O:27][CH2:26]1)([CH3:36])([CH3:34])[CH3:35]. (4) Given the reactants [F:1][C:2]1[CH:3]=[CH:4][C:5]([C:8]2[N:12]=[C:11]([C:13]3[CH:18]=[C:17]([N+:19]([O-])=O)[CH:16]=[C:15]([C:22]#[N:23])[CH:14]=3)[O:10][N:9]=2)=[N:6][CH:7]=1.C(=O)([O-])[O-].[K+].[K+].[CH2:30](I)[CH3:31].[C:33](OCC)(=O)[CH3:34], predict the reaction product. The product is: [F:1][C:2]1[CH:3]=[CH:4][C:5]([C:8]2[N:12]=[C:11]([C:13]3[CH:18]=[C:17]([N:19]([CH2:30][CH3:31])[CH2:33][CH3:34])[CH:16]=[C:15]([C:22]#[N:23])[CH:14]=3)[O:10][N:9]=2)=[N:6][CH:7]=1. (5) Given the reactants [F:1][C:2]1[CH:7]=[CH:6][C:5](/[C:8](=[N:10]\O)/[CH3:9])=[CH:4][C:3]=1[NH:12][S:13]([CH3:16])(=[O:15])=[O:14].[H][H].CO, predict the reaction product. The product is: [NH2:10][CH:8]([C:5]1[CH:6]=[CH:7][C:2]([F:1])=[C:3]([NH:12][S:13]([CH3:16])(=[O:15])=[O:14])[CH:4]=1)[CH3:9]. (6) Given the reactants [CH:1]([NH:4][C:5]1[C:10]2[C:11]([C:14]3[CH:15]=[C:16]([CH:22]=[CH:23][N:24]=3)[C:17]([N:19]([CH3:21])[CH3:20])=[O:18])=[N:12][NH:13][C:9]=2[CH:8]=[CH:7][N:6]=1)([CH3:3])[CH3:2].C(NC1C2C(C3C=C(C=CN=3)C(O)=O)=NN(CC3C=C[C:42]([O:45][CH3:46])=CC=3)C=2C=CN=1)(C)C.N1CCOCC1, predict the reaction product. The product is: [CH:1]([NH:4][C:5]1[C:10]2[C:11]([C:14]3[CH:15]=[C:16]([C:17]([N:19]4[CH2:20][CH2:46][O:45][CH2:42][CH2:21]4)=[O:18])[CH:22]=[CH:23][N:24]=3)=[N:12][NH:13][C:9]=2[CH:8]=[CH:7][N:6]=1)([CH3:3])[CH3:2]. (7) Given the reactants [Br:1][C:2]1[C:3]([O:15][CH2:16][C:17]2[CH:22]=[CH:21][CH:20]=[CH:19][N:18]=2)=[N:4][C:5]([C:11]([F:14])([F:13])[F:12])=[C:6]([CH:10]=1)[C:7]([OH:9])=O.[NH2:23][C@@H:24]1[CH2:29][CH2:28][CH2:27][CH2:26][C@H:25]1[OH:30], predict the reaction product. The product is: [Br:1][C:2]1[C:3]([O:15][CH2:16][C:17]2[CH:22]=[CH:21][CH:20]=[CH:19][N:18]=2)=[N:4][C:5]([C:11]([F:14])([F:13])[F:12])=[C:6]([CH:10]=1)[C:7]([NH:23][C@@H:24]1[CH2:29][CH2:28][CH2:27][CH2:26][C@H:25]1[OH:30])=[O:9].